This data is from Reaction yield outcomes from USPTO patents with 853,638 reactions. The task is: Predict the reaction yield, written as a fraction of the theoretical maximum amount of product (1.0 means a 100% yield; for example, 0.34 means a 34% yield). (1) The reactants are F[C:2]1[CH:7]=[CH:6][C:5]([C:8]2[O:9][C:10]3[CH:16]=[CH:15][CH:14]=[CH:13][C:11]=3[N:12]=2)=[CH:4][C:3]=1[N+:17]([O-])=O.C(=O)([O-])O.[Na+].[C:25]([NH2:29])([CH3:28])([CH3:27])[CH3:26].[H][H]. The catalyst is C(O)C.[C].[Pd].O1CCCC1.O. The product is [C:25]([NH:29][C:2]1[CH:7]=[CH:6][C:5]([C:8]2[O:9][C:10]3[CH:16]=[CH:15][CH:14]=[CH:13][C:11]=3[N:12]=2)=[CH:4][C:3]=1[NH2:17])([CH3:28])([CH3:27])[CH3:26]. The yield is 0.190. (2) The reactants are C([O:8][C:9]1[CH:14]=[CH:13][C:12]([CH2:15][CH2:16][C:17](=[O:24])[CH2:18][C:19]([O:21][CH2:22][CH3:23])=[O:20])=[CH:11][CH:10]=1)C1C=CC=CC=1. The catalyst is CCOC(C)=O.[Pd]. The product is [OH:8][C:9]1[CH:10]=[CH:11][C:12]([CH2:15][CH2:16][C:17](=[O:24])[CH2:18][C:19]([O:21][CH2:22][CH3:23])=[O:20])=[CH:13][CH:14]=1. The yield is 0.990. (3) The catalyst is S(Cl)(Cl)=O.ClCCl. The product is [O:1]1[C:5]2[CH:6]=[CH:7][C:8]([C:10]3([C:13]([NH:28][C:29]4[CH:30]=[C:31]5[C:35](=[CH:36][CH:37]=4)[NH:34][C:33]([C:38]([O:40][CH2:41][CH3:42])=[O:39])=[CH:32]5)=[O:15])[CH2:11][CH2:12]3)=[CH:9][C:4]=2[O:3][CH2:2]1. The yield is 0.880. The reactants are [O:1]1[C:5]2[CH:6]=[CH:7][C:8]([C:10]3([C:13]([OH:15])=O)[CH2:12][CH2:11]3)=[CH:9][C:4]=2[O:3][CH2:2]1.CN(C)C=O.C(N(CC)CC)C.[NH2:28][C:29]1[CH:30]=[C:31]2[C:35](=[CH:36][CH:37]=1)[NH:34][C:33]([C:38]([O:40][CH2:41][CH3:42])=[O:39])=[CH:32]2. (4) The reactants are Cl[C:2]1[C:11]2[C:6](=[CH:7][CH:8]=[C:9]([S:12][CH:13]3[CH2:18][CH2:17][O:16][CH2:15][CH2:14]3)[CH:10]=2)[N:5]=[CH:4][CH:3]=1.[Cl:19][C:20]1[CH:26]=[CH:25][C:23]([NH2:24])=[CH:22][C:21]=1[O:27][CH3:28].C(O)C. The catalyst is Cl.C(OCC)C. The product is [Cl:19][C:20]1[CH:26]=[CH:25][C:23]([NH:24][C:2]2[C:11]3[C:6](=[CH:7][CH:8]=[C:9]([S:12][CH:13]4[CH2:18][CH2:17][O:16][CH2:15][CH2:14]4)[CH:10]=3)[N:5]=[CH:4][CH:3]=2)=[CH:22][C:21]=1[O:27][CH3:28]. The yield is 0.349. (5) The reactants are Br[C:2]1[S:6][C:5]([NH:7][C:8]([NH:10][C:11]2[CH:16]=[CH:15][C:14]([CH3:17])=[CH:13][C:12]=2[C:18]([CH:20]2[CH2:24][CH2:23][CH2:22][CH2:21]2)=[O:19])=[O:9])=[N:4][CH:3]=1.[CH3:25][O:26][C:27](=[O:39])[CH:28]([NH:31][C:32]([O:34][C:35]([CH3:38])([CH3:37])[CH3:36])=[O:33])[CH2:29][SH:30]. No catalyst specified. The product is [CH3:25][O:26][C:27](=[O:39])[CH:28]([NH:31][C:32]([O:34][C:35]([CH3:37])([CH3:36])[CH3:38])=[O:33])[CH2:29][S:30][C:2]1[S:6][C:5]([NH:7][C:8]([NH:10][C:11]2[CH:16]=[CH:15][C:14]([CH3:17])=[CH:13][C:12]=2[C:18]([CH:20]2[CH2:24][CH2:23][CH2:22][CH2:21]2)=[O:19])=[O:9])=[N:4][CH:3]=1. The yield is 0.350. (6) The reactants are [Cl:1][C:2]1[C:7]2=[C:8]([CH3:11])[CH:9]=[CH:10][N:6]2[N:5]=[CH:4][N:3]=1.C1C(=O)N([Br:19])C(=O)C1. No catalyst specified. The product is [Br:19][CH2:11][C:8]1[CH:9]=[CH:10][N:6]2[C:7]=1[C:2]([Cl:1])=[N:3][CH:4]=[N:5]2. The yield is 0.920. (7) The reactants are [CH3:1][CH:2]1[O:7][C:6]2[CH:8]=[CH:9][C:10]([O:12][CH:13]3[CH2:18][CH2:17][N:16](C(OC(C)(C)C)=O)[CH2:15][CH2:14]3)=[CH:11][C:5]=2[NH:4][C:3]1=[O:26].C(O)(C(F)(F)F)=O.C(Cl)Cl. No catalyst specified. The product is [CH3:1][CH:2]1[O:7][C:6]2[CH:8]=[CH:9][C:10]([O:12][CH:13]3[CH2:18][CH2:17][NH:16][CH2:15][CH2:14]3)=[CH:11][C:5]=2[NH:4][C:3]1=[O:26]. The yield is 1.00. (8) The reactants are [CH3:1][C:2]1[N:7]=[C:6]([NH:8][C:9]2[C:10]([NH2:15])=[CH:11][CH:12]=[CH:13][CH:14]=2)[CH:5]=[CH:4][CH:3]=1.O=[C:17]([C:23](OCC)=[O:24])[C:18]([O:20][CH2:21][CH3:22])=[O:19]. The catalyst is C1(C)C=CC=CC=1. The product is [CH3:1][C:2]1[N:7]=[C:6]([N:8]2[C:9]3[C:10](=[CH:11][CH:12]=[CH:13][CH:14]=3)[N:15]=[C:17]([C:18]([O:20][CH2:21][CH3:22])=[O:19])[C:23]2=[O:24])[CH:5]=[CH:4][CH:3]=1. The yield is 0.890.